Predict the product of the given reaction. From a dataset of Forward reaction prediction with 1.9M reactions from USPTO patents (1976-2016). (1) Given the reactants [O:1]=[C:2]1[CH2:7][CH2:6][CH2:5][CH2:4][CH:3]1[N:8]1[CH2:24][CH2:23][C:11]2([N:15]([C:16]3[CH:21]=[CH:20][CH:19]=[CH:18][CH:17]=3)[CH2:14][NH:13][C:12]2=[O:22])[CH2:10][CH2:9]1.[N:25]1[CH:30]=[CH:29][C:28]([Li])=[CH:27][CH:26]=1, predict the reaction product. The product is: [OH:1][C:2]1([C:28]2[CH:29]=[CH:30][N:25]=[CH:26][CH:27]=2)[CH2:7][CH2:6][CH2:5][CH2:4][CH:3]1[N:8]1[CH2:9][CH2:10][C:11]2([N:15]([C:16]3[CH:21]=[CH:20][CH:19]=[CH:18][CH:17]=3)[CH2:14][NH:13][C:12]2=[O:22])[CH2:23][CH2:24]1. (2) Given the reactants [CH2:1]([C:8]1[CH:9]=[N:10][C:11]2[C:16]([C:17]=1[C:18]1[CH:19]=[C:20]([NH2:24])[CH:21]=[CH:22][CH:23]=1)=[CH:15][CH:14]=[CH:13][C:12]=2[C:25]([F:28])([F:27])[F:26])[C:2]1[CH:7]=[CH:6][CH:5]=[CH:4][CH:3]=1.[Cl:29][C:30]1[C:31]([F:42])=[C:32]([C:35]([C:38]([F:41])([F:40])[F:39])=[CH:36][CH:37]=1)[CH:33]=O, predict the reaction product. The product is: [CH2:1]([C:8]1[CH:9]=[N:10][C:11]2[C:16]([C:17]=1[C:18]1[CH:19]=[C:20]([NH:24][CH2:33][C:32]3[C:35]([C:38]([F:41])([F:40])[F:39])=[CH:36][CH:37]=[C:30]([Cl:29])[C:31]=3[F:42])[CH:21]=[CH:22][CH:23]=1)=[CH:15][CH:14]=[CH:13][C:12]=2[C:25]([F:28])([F:26])[F:27])[C:2]1[CH:3]=[CH:4][CH:5]=[CH:6][CH:7]=1. (3) Given the reactants C1[N:14]([CH2:13][CH2:12][CH2:11]N)CCN([CH2:11][CH2:12][CH2:13][NH2:14])C1.[CH:15]1[C:20]2[C:21]([O:23][C:24](=[O:25])[C:19]=2[CH:18]=[C:17]2[C:26]([O:28]C(=O)[C:16]=12)=O)=[O:22].C1[C:36]([C:37]2[CH:42]=[CH:41][C:40]3[C:43]([O:45][C:46](=[O:47])[C:39]=3[CH:38]=2)=[O:44])=[CH:35][C:34]2C(OC(=O)C=2C=1)=O.C[N:54]1[C:58](=O)[CH2:57][CH2:56][CH2:55]1, predict the reaction product. The product is: [CH3:40][C:39]1([CH3:46])[C:56]2[CH:57]=[C:58]([NH2:54])[CH:15]=[CH:16][C:55]=2[C:37]([C:36]2[CH:11]=[CH:12][C:13]([NH2:14])=[CH:34][CH:35]=2)([CH3:42])[CH2:38]1.[CH:42]1[C:37]([C:26]([C:17]2[CH:16]=[CH:15][C:20]3[C:21]([O:23][C:24](=[O:25])[C:19]=3[CH:18]=2)=[O:22])=[O:28])=[CH:38][C:39]2[C:46]([O:45][C:43](=[O:44])[C:40]=2[CH:41]=1)=[O:47]. (4) Given the reactants CN(C(ON1N=NC2C=CC=NC1=2)=[N+](C)C)C.F[P-](F)(F)(F)(F)F.CCN(C(C)C)C(C)C.[NH2:34][C@@H:35]([CH3:65])[C:36]([NH:38][C@@H:39]([CH2:56][C:57]1[CH:62]=[CH:61][C:60]([O:63][CH3:64])=[CH:59][CH:58]=1)[C:40]([NH:42][C@@H:43]([CH2:50][C:51]1[CH2:55][CH2:54][CH2:53][CH:52]=1)[C:44]([C@@:46]1([CH3:49])[CH2:48][O:47]1)=[O:45])=[O:41])=[O:37].[NH2:66][C:67]1[S:68][C:69]([CH2:72][C:73](O)=[O:74])=[CH:70][N:71]=1, predict the reaction product. The product is: [NH2:66][C:67]1[S:68][C:69]([CH2:72][C:73]([NH:34][C@@H:35]([CH3:65])[C:36]([NH:38][C@@H:39]([CH2:56][C:57]2[CH:62]=[CH:61][C:60]([O:63][CH3:64])=[CH:59][CH:58]=2)[C:40]([NH:42][C@@H:43]([CH2:50][C:51]2[CH2:55][CH2:54][CH2:53][CH:52]=2)[C:44]([C@@:46]2([CH3:49])[CH2:48][O:47]2)=[O:45])=[O:41])=[O:37])=[O:74])=[CH:70][N:71]=1. (5) Given the reactants [C:1]([N:8]1[CH2:13][CH2:12][CH2:11][C:10](=O)[CH2:9]1)([O:3][C:4]([CH3:7])([CH3:6])[CH3:5])=[O:2].O=C[C@@H]([C@H]([C@@H]([C@@H](CO)O)O)O)O.C1C=[N+:31]([C@@H]2O[C@H](COP(OP(OC[C@H]3O[C@@H](N4C5N=CN=C(N)C=5N=C4)[C@H](O)[C@@H]3O)(O)=O)(O)=O)[C@@H](O)[C@H]2O)C=C(C(N)=O)C=1.N[C@H](C(O)=O)C.CC1N=CC(COP(O)(O)=O)=C(C=O)C=1O.[OH-].[Na+], predict the reaction product. The product is: [C:1]([N:8]1[CH2:13][CH2:12][CH2:11][CH2:10][CH:9]1[NH2:31])([O:3][C:4]([CH3:7])([CH3:6])[CH3:5])=[O:2].